The task is: Binary Classification. Given a miRNA mature sequence and a target amino acid sequence, predict their likelihood of interaction.. This data is from Experimentally validated miRNA-target interactions with 360,000+ pairs, plus equal number of negative samples. (1) The miRNA is mmu-miR-122-5p with sequence UGGAGUGUGACAAUGGUGUUUG. The protein sequence of the target gene is MLRLFYFSAIIASVILNFVGIIMNLFITVVNCKTWVKSHRISSSDRILFSLGITRFLMLGLFLVNTIYFVSSNTERSVYLSAFFVLCFMFLDSSSVWFVTLLNILYCVKITNFQHSVFLLLKRNISPKIPRLLLACVLISAFTTCLYITLSQASPFPELVTTRNNTSFNISEGILSLVVSLVLSSSLQFIINVTSASLLIHSLRRHIQKMQKNATGFWNPQTEAHVGAMKLMVYFLILYIPYSVATLVQYLPFYAGMDMGTKSICLIFATLYSPGHSVLIIITHPKLKTTAKKILCFKK. Result: 0 (no interaction). (2) The miRNA is hsa-miR-4263 with sequence AUUCUAAGUGCCUUGGCC. The protein sequence of the target gene is MNEEEQFVNIDLNDDNICSVCKLGTDKETLSFCHICFELNIEGVPKSDLLHTKSLRGHKDCFEKYHLIANQGCPRSKLSKSTYEEVKTILSKKINWIVQYAQNKDLDSDSECSKNPQHHLFNFRHKPEEKLLPQFDSQVPKYSAKWIDGSAGGISNCTQRILEQRENTDFGLSMLQDSGATLCRNSVLWPHSHNQAQKKEETISSPEANVQTQHPHYSREELNSMTLGEVEQLNAKLLQQIQEVFEELTHQVQEKDSLASQLHVRHVAIEQLLKNCSKLPCLQVGRTGMKSHLPINN. Result: 1 (interaction). (3) The miRNA is hsa-miR-3147 with sequence GGUUGGGCAGUGAGGAGGGUGUGA. The protein sequence of the target gene is MGLGPVFLLLAGIFPFAPPGAAAEPHSLRYNLTVLSWDGSVQSGFLTEVHLDGQPFLRCDRQKCRAKPQGQWAEDVLGNKTWDRETRDLTGNGKDLRMTLAHIKDQKEGLHSLQEIRVCEIHEDNSTRSSQHFYYDGELFLSQNLETKEWTMPQSSRAQTLAMNVRNFLKEDAMKTKTHYHAMHADCLQELRRYLKSGVVLRRTVPPMVNVTRSEASEGNITVTCRASGFYPWNITLSWRQDGVSLSHDTQQWGDVLPDGNGTYQTWVATRICQGEEQRFTCYMEHSGNHSTHPVPSGKV.... Result: 1 (interaction). (4) The miRNA is rno-miR-7b with sequence UGGAAGACUUGUGAUUUUGUUGU. The protein sequence of the target gene is MCDIEEATNQLLDVNLHENQKSVQVTESDLGSESELLVTIGATVPTGFEQTAADEVREKLGSSCKISRDRGKIYFVISVESLAQVHCLRSVDNLFVVVQEFQDYQFKQTKEEVLKDFEDLAGKLPWSNPLKVWKINASFKKKKAKRKKINQNSSKEKINNGQEVKIDQRNVKKEFTSHALDSHILDYYENPAIKEDVSTLIGDDLASCKDETDESSKEETEPQVLKFRVTCNRAGEKHCFTSNEAARDFGGAVQDYFKWKADMTNFDVEVLLNIHDNEVIVGIALTEESLHRRNITHFGP.... Result: 0 (no interaction). (5) The miRNA is hsa-miR-377-3p with sequence AUCACACAAAGGCAACUUUUGU. The protein sequence of the target gene is MTPILTVLICLGLSLGPRTHVQAGHLPKPTLWAEPGSVITQGSPVTLRCQGGQETQEYRLYREKKTALWITRIPQELVKKGQFPIPSITWEHAGRYRCYYGSDTAGRSESSDPLELVVTGAYIKPTLSAQPSPVVNSGGNVILQCDSQVAFDGFSLCKEGEDEHPQCLNSQPHARGSSRAIFSVGPVSPSRRWWYRCYAYDSNSPYEWSLPSDLLELLVLGVSKKPSLSVQPGPIVAPEETLTLQCGSDAGYNRFVLYKDGERDFLQLAGAQPQAGLSQANFTLGPVSRSYGGQYRCYGA.... Result: 1 (interaction).